This data is from Catalyst prediction with 721,799 reactions and 888 catalyst types from USPTO. The task is: Predict which catalyst facilitates the given reaction. (1) Reactant: [S:1]1[C:5]2[CH:6]=[CH:7][CH:8]=[CH:9][C:4]=2[N:3]=[C:2]1[SH:10].Cl[CH2:12][CH2:13][CH2:14][N:15]1[CH2:20][CH2:19][N:18]([C:21]([O:23][C:24]([CH3:27])([CH3:26])[CH3:25])=[O:22])[CH2:17][CH2:16]1.C(=O)([O-])[O-].[K+].[K+].[I-].[K+]. Product: [S:1]1[C:5]2[CH:6]=[CH:7][CH:8]=[CH:9][C:4]=2[N:3]=[C:2]1[S:10][CH2:12][CH2:13][CH2:14][N:15]1[CH2:20][CH2:19][N:18]([C:21]([O:23][C:24]([CH3:25])([CH3:27])[CH3:26])=[O:22])[CH2:17][CH2:16]1. The catalyst class is: 372. (2) Reactant: O.[NH2:2][NH2:3].[CH:4]([CH:7]([C:10]#[N:11])[C:8]#[N:9])([CH3:6])[CH3:5]. Product: [CH:4]([C:7]1[C:10]([NH2:11])=[N:2][NH:3][C:8]=1[NH2:9])([CH3:6])[CH3:5]. The catalyst class is: 14. (3) Reactant: FC(F)(F)S(O[C:7]1[CH:18]=[C:17]([Cl:19])[C:10]2[C:11]([CH:14]3[CH2:16][CH2:15]3)=[N:12][O:13][C:9]=2[CH:8]=1)(=O)=O.[C:22](=[O:29])([O:24][C:25]([CH3:28])([CH3:27])[CH3:26])[NH2:23].CC([O-])(C)C.[Na+].C(P(C(C)(C)C)C1C=CC=CC=1C1C(C(C)C)=CC(C(C)C)=CC=1C(C)C)(C)(C)C. Product: [C:25]([O:24][C:22](=[O:29])[NH:23][C:7]1[CH:18]=[C:17]([Cl:19])[C:10]2[C:11]([CH:14]3[CH2:16][CH2:15]3)=[N:12][O:13][C:9]=2[CH:8]=1)([CH3:28])([CH3:27])[CH3:26]. The catalyst class is: 101. (4) Reactant: [C:1]([O:5][C:6]([N:8]1[CH2:13][CH2:12][N:11]([CH2:14][C:15]2[NH:16][C:17](=[O:30])[C:18]3[C:23]([CH3:24])=[C:22]([C:25]([O:27]CC)=[O:26])[S:21][C:19]=3[N:20]=2)[CH2:10][CH2:9]1)=[O:7])([CH3:4])([CH3:3])[CH3:2].Cl. Product: [C:1]([O:5][C:6]([N:8]1[CH2:9][CH2:10][N:11]([CH2:14][C:15]2[NH:16][C:17](=[O:30])[C:18]3[C:23]([CH3:24])=[C:22]([C:25]([OH:27])=[O:26])[S:21][C:19]=3[N:20]=2)[CH2:12][CH2:13]1)=[O:7])([CH3:4])([CH3:2])[CH3:3]. The catalyst class is: 74. (5) Reactant: [CH3:1][P:2]([CH2:5][N:6]1[CH2:11][CH2:10][N:9]([CH2:12][C:13]2[C:19]([C:20]([F:23])([F:22])[F:21])=[CH:18][C:16]([NH2:17])=[CH:15][CH:14]=2)[CH2:8][CH2:7]1)([CH3:4])=[O:3].[I:24][C:25]1[CH:26]=[C:27]([CH:31]=[CH:32][C:33]=1[CH3:34])[C:28](Cl)=[O:29].C(N(C(C)C)CC)(C)C.[I-]. Product: [CH3:4][P:2]([CH2:5][N:6]1[CH2:7][CH2:8][N:9]([CH2:12][C:13]2[C:19]([C:20]([F:23])([F:21])[F:22])=[CH:18][C:16]([NH:17][C:28](=[O:29])[C:27]3[CH:31]=[CH:32][C:33]([CH3:34])=[C:25]([I:24])[CH:26]=3)=[CH:15][CH:14]=2)[CH2:10][CH2:11]1)([CH3:1])=[O:3]. The catalyst class is: 4. (6) Reactant: [OH:1][CH:2](CO)[CH2:3][C:4]1([C:18]([O:20][C:21]([CH3:24])([CH3:23])[CH3:22])=[O:19])[CH2:8][C:7](=[O:9])[N:6]([C:10]2[C:15]([CH3:16])=[CH:14][CH:13]=[CH:12][C:11]=2[CH3:17])[CH2:5]1.O.CO. Product: [CH3:16][C:15]1[CH:14]=[CH:13][CH:12]=[C:11]([CH3:17])[C:10]=1[N:6]1[C:7](=[O:9])[CH2:8][C:4]([CH2:3][CH:2]=[O:1])([C:18]([O:20][C:21]([CH3:23])([CH3:24])[CH3:22])=[O:19])[CH2:5]1. The catalyst class is: 56. (7) Reactant: [F:1][CH:2]1[CH2:7][C:6]([N+:14]([O-])=O)([C:8]2[CH:13]=[CH:12][CH:11]=[CH:10][CH:9]=2)[CH2:5][N:4]([CH3:17])[C:3]1=[O:18]. Product: [NH2:14][C:6]1([C:8]2[CH:13]=[CH:12][CH:11]=[CH:10][CH:9]=2)[CH2:5][N:4]([CH3:17])[C:3](=[O:18])[CH:2]([F:1])[CH2:7]1. The catalyst class is: 446. (8) Reactant: [CH3:1][CH:2]([O:4][C:5]1[C:6]([O:15][CH2:16][CH:17]=C)=[C:7]([CH:12]=[CH:13][CH:14]=1)[C:8]([O:10][CH3:11])=[O:9])[CH3:3].CSC.Cl.[NH2:23][CH2:24][C:25]1[C:26](=[O:33])[NH:27][C:28]([CH3:32])=[CH:29][C:30]=1[CH3:31].C([BH3-])#N.[Na+]. Product: [CH3:31][C:30]1[CH:29]=[C:28]([CH3:32])[NH:27][C:26](=[O:33])[C:25]=1[CH2:24][NH:23][CH2:17][CH2:16][O:15][C:6]1[C:5]([O:4][CH:2]([CH3:1])[CH3:3])=[CH:14][CH:13]=[CH:12][C:7]=1[C:8]([O:10][CH3:11])=[O:9]. The catalyst class is: 98. (9) Reactant: [OH-].[Na+].[CH3:3][CH:4]([C:6]1[O:10][N:9]=[C:8]([C:11]2[CH:16]=[CH:15][CH:14]=[CH:13][C:12]=2[O:17][C:18]([F:21])([F:20])[F:19])[C:7]=1[CH2:22][O:23][C:24]1[CH:25]=[C:26]2[C:30](=[CH:31][CH:32]=1)[N:29]([CH2:33][C:34]1[CH:35]=[C:36]([CH:41]=[CH:42][CH:43]=1)[C:37]([O:39]C)=[O:38])[CH:28]=[CH:27]2)[CH3:5].Cl. The catalyst class is: 83. Product: [CH3:5][CH:4]([C:6]1[O:10][N:9]=[C:8]([C:11]2[CH:16]=[CH:15][CH:14]=[CH:13][C:12]=2[O:17][C:18]([F:21])([F:19])[F:20])[C:7]=1[CH2:22][O:23][C:24]1[CH:25]=[C:26]2[C:30](=[CH:31][CH:32]=1)[N:29]([CH2:33][C:34]1[CH:35]=[C:36]([CH:41]=[CH:42][CH:43]=1)[C:37]([OH:39])=[O:38])[CH:28]=[CH:27]2)[CH3:3].